From a dataset of Reaction yield outcomes from USPTO patents with 853,638 reactions. Predict the reaction yield, written as a fraction of the theoretical maximum amount of product (1.0 means a 100% yield; for example, 0.34 means a 34% yield). (1) The reactants are [NH2:1][C:2]1[C:3]([CH3:10])=[C:4]([CH:7]=[CH:8][CH:9]=1)[C:5]#[N:6].Br.Br[CH:13]([C:15]1[CH:16]=[C:17]([C:32]([N:34]([CH3:36])[CH3:35])=[O:33])[CH:18]=[C:19]2[C:24]=1[O:23][C:22]([N:25]1[CH2:30][CH2:29][O:28][CH2:27][CH2:26]1)=[CH:21][C:20]2=[O:31])[CH3:14]. No catalyst specified. The product is [C:5]([C:4]1[C:3]([CH3:10])=[C:2]([NH:1][CH:13]([C:15]2[CH:16]=[C:17]([C:32]([N:34]([CH3:36])[CH3:35])=[O:33])[CH:18]=[C:19]3[C:24]=2[O:23][C:22]([N:25]2[CH2:30][CH2:29][O:28][CH2:27][CH2:26]2)=[CH:21][C:20]3=[O:31])[CH3:14])[CH:9]=[CH:8][CH:7]=1)#[N:6]. The yield is 0.550. (2) The reactants are [OH:1][C:2]1[C:3]([C:8]([OH:10])=[O:9])=[N:4][CH:5]=[CH:6][CH:7]=1.OS(O)(=O)=O.[CH3:16]O. No catalyst specified. The product is [CH3:16][O:9][C:8]([C:3]1[C:2]([OH:1])=[CH:7][CH:6]=[CH:5][N:4]=1)=[O:10]. The yield is 0.320. (3) The yield is 0.850. The product is [CH3:19][NH:20][C:21]([N:1]1[CH2:5][CH2:4][CH2:3][C@@H:2]1[C:6]1[N:7]=[N:8][N:9]([C:11]2[CH:18]=[CH:17][CH:16]=[C:13]([C:14]#[N:15])[CH:12]=2)[N:10]=1)=[S:22]. The reactants are [NH:1]1[CH2:5][CH2:4][CH2:3][C@@H:2]1[C:6]1[N:7]=[N:8][N:9]([C:11]2[CH:12]=[C:13]([CH:16]=[CH:17][CH:18]=2)[C:14]#[N:15])[N:10]=1.[CH3:19][N:20]=[C:21]=[S:22]. The catalyst is CCl. (4) The reactants are Cl[C:2]([O:4][C:5]1[CH:10]=[CH:9][CH:8]=[CH:7][CH:6]=1)=[O:3].[CH2:11]([O:18][C:19]([C:21]1([C:24](=[O:41])[NH:25][C:26]2[CH:31]=[CH:30][C:29]([O:32][C:33]3[CH:38]=[CH:37][N:36]=[C:35]([NH2:39])[CH:34]=3)=[CH:28][C:27]=2[F:40])[CH2:23][CH2:22]1)=[O:20])[C:12]1[CH:17]=[CH:16][CH:15]=[CH:14][CH:13]=1.ClC(OC1C=CC=CC=1)=O.C(#N)C.C(OC(C1(C(=O)NC2C=CC(OC3C=CN=C(N)C=3)=CC=2F)CC1)=O)C1C=CC=CC=1.O1CCCC1. The catalyst is C(#N)C.O1CCCC1.O.O1CCCC1.N1C=CC=CC=1.N1C=CC=CC=1. The product is [CH2:11]([O:18][C:19]([C:21]1([C:24](=[O:41])[NH:25][C:26]2[CH:31]=[CH:30][C:29]([O:32][C:33]3[CH:38]=[CH:37][N:36]=[C:35]([NH:39][C:2]([O:4][C:5]4[CH:10]=[CH:9][CH:8]=[CH:7][CH:6]=4)=[O:3])[CH:34]=3)=[CH:28][C:27]=2[F:40])[CH2:22][CH2:23]1)=[O:20])[C:12]1[CH:13]=[CH:14][CH:15]=[CH:16][CH:17]=1. The yield is 0.980. (5) The reactants are Br[C:2]1[CH:7]=[CH:6][C:5](/[N:8]=[C:9]2\[C:10](=[O:24])[N:11]([C:18]3[CH:23]=[CH:22][CH:21]=[CH:20][CH:19]=3)[C:12]3[C:17]\2=[CH:16][CH:15]=[CH:14][CH:13]=3)=[CH:4][CH:3]=1.[S:25]1[CH:29]=[CH:28][C:27](B(O)O)=[CH:26]1.C([O-])([O-])=O.[Na+].[Na+]. The catalyst is C1COCC1.C1C=CC([P]([Pd]([P](C2C=CC=CC=2)(C2C=CC=CC=2)C2C=CC=CC=2)([P](C2C=CC=CC=2)(C2C=CC=CC=2)C2C=CC=CC=2)[P](C2C=CC=CC=2)(C2C=CC=CC=2)C2C=CC=CC=2)(C2C=CC=CC=2)C2C=CC=CC=2)=CC=1. The product is [C:18]1([N:11]2[C:12]3[C:17](=[CH:16][CH:15]=[CH:14][CH:13]=3)/[C:9](=[N:8]/[C:5]3[CH:6]=[CH:7][C:2]([C:27]4[CH:28]=[CH:29][S:25][CH:26]=4)=[CH:3][CH:4]=3)/[C:10]2=[O:24])[CH:23]=[CH:22][CH:21]=[CH:20][CH:19]=1. The yield is 0.350.